From a dataset of Full USPTO retrosynthesis dataset with 1.9M reactions from patents (1976-2016). Predict the reactants needed to synthesize the given product. (1) Given the product [OH:16][C:15]([CH2:17][CH2:18][CH2:19][CH2:20][C@H:21]1[C@@H:29]2[C@@H:24]([NH:25][C:26]([NH:28]2)=[O:27])[CH2:23][S:22]1)=[O:14], predict the reactants needed to synthesize it. The reactants are: N1C(=O)C2NC=NC=2N=C1N.O=O.[OH:14][C:15]([CH2:17][CH2:18][CH2:19][CH2:20][C@H:21]1[C@@H:29]2[C@@H:24]([NH:25][C:26]([NH:28]2)=[O:27])[CH2:23][S:22]1)=[O:16].P(N)([O-])[O-].N1C=NN=N1.II.N. (2) Given the product [CH2:29]([O:31][C:32]([CH:34]1[CH2:39][CH2:38][N:37]([C:5]([C:2]2([CH3:1])[CH2:4][CH2:3]2)=[O:7])[CH2:36][CH2:35]1)=[O:33])[CH3:30], predict the reactants needed to synthesize it. The reactants are: [CH3:1][C:2]1([C:5]([OH:7])=O)[CH2:4][CH2:3]1.C(Cl)CCl.C1C=CC2N(O)N=NC=2C=1.CCN(CC)CC.[CH2:29]([O:31][C:32]([CH:34]1[CH2:39][CH2:38][NH:37][CH2:36][CH2:35]1)=[O:33])[CH3:30]. (3) Given the product [CH:12]1([CH2:11][C@H:2]([OH:1])[C:3]([N:5]2[CH2:6][CH2:7][O:8][CH2:9][CH2:10]2)=[O:4])[CH2:17][CH2:16][CH2:15][CH2:14][CH2:13]1, predict the reactants needed to synthesize it. The reactants are: [OH:1][C@@H:2]([CH2:11][C:12]1[CH:17]=[CH:16][CH:15]=[CH:14][CH:13]=1)[C:3]([N:5]1[CH2:10][CH2:9][O:8][CH2:7][CH2:6]1)=[O:4].[OH-].[Li+]. (4) Given the product [CH:1]1([NH:6][C:7]2[CH:12]=[C:11]([CH3:35])[N:10]3[N:13]=[C:14]([C:28]4[CH:29]=[CH:30][C:31]([F:34])=[CH:32][CH:33]=4)[C:15]([C:16]4[CH:21]=[CH:20][N:19]=[C:18]([NH:22][CH:23]5[CH2:24][CH2:25][CH2:26][CH2:27]5)[N:17]=4)=[C:9]3[CH:8]=2)[CH2:2][CH2:3][CH2:4][CH2:5]1, predict the reactants needed to synthesize it. The reactants are: [CH:1]1([NH:6][C:7]2[CH:12]=[CH:11][N:10]3[N:13]=[C:14]([C:28]4[CH:33]=[CH:32][C:31]([F:34])=[CH:30][CH:29]=4)[C:15]([C:16]4[CH:21]=[CH:20][N:19]=[C:18]([NH:22][CH:23]5[CH2:27][CH2:26][CH2:25][CH2:24]5)[N:17]=4)=[C:9]3[CH:8]=2)[CH2:5][CH2:4][CH2:3][CH2:2]1.[CH2:35]([Li])CCC.IC. (5) Given the product [CH3:16][O:5][C:4](=[O:6])[C:3]1[CH:7]=[CH:8][CH:9]=[C:10]([OH:11])[C:2]=1[OH:1], predict the reactants needed to synthesize it. The reactants are: [OH:1][C:2]1[C:10]([OH:11])=[CH:9][CH:8]=[CH:7][C:3]=1[C:4]([OH:6])=[O:5].S(Cl)(Cl)=O.[CH3:16]O. (6) Given the product [OH:2][C:3]1[C:8]2[NH:9][C:10]([C:12]3[S:13][CH:14]=[CH:15][CH:16]=3)=[N:11][C:7]=2[C:6]([C:17]([OH:19])=[O:18])=[CH:5][CH:4]=1, predict the reactants needed to synthesize it. The reactants are: C[O:2][C:3]1[C:8]2[NH:9][C:10]([C:12]3[S:13][CH:14]=[CH:15][CH:16]=3)=[N:11][C:7]=2[C:6]([C:17]([OH:19])=[O:18])=[CH:5][CH:4]=1.B(Br)(Br)Br. (7) Given the product [C:13]1([N:10]2[CH:11]=[CH:12][C:8]([C:7]([OH:1])=[O:19])=[N:9]2)[CH:14]=[CH:15][CH:16]=[CH:17][CH:18]=1, predict the reactants needed to synthesize it. The reactants are: [O-:1][Mn](=O)(=O)=O.[K+].[CH3:7][C:8]1[CH:12]=[CH:11][N:10]([C:13]2[CH:18]=[CH:17][CH:16]=[CH:15][CH:14]=2)[N:9]=1.[OH-:19].[Na+]. (8) Given the product [S:7]1[CH:8]=[CH:9][CH:10]=[C:6]1[N:20]1[C:24]2[CH:25]=[C:26]([N+:33]([O-:35])=[O:34])[C:27]([N+:30]([O-:32])=[O:31])=[C:28]([C:6]3[S:7][CH:8]=[CH:9][CH:10]=3)[C:23]=2[NH:22][S:21]1, predict the reactants needed to synthesize it. The reactants are: C([Sn](CCCC)(CCCC)[C:6]1[S:7][CH:8]=[CH:9][CH:10]=1)CCC.Br[N:20]1[C:24]2[CH:25]=[C:26]([N+:33]([O-:35])=[O:34])[C:27]([N+:30]([O-:32])=[O:31])=[C:28](Br)[C:23]=2[NH:22][S:21]1.